From a dataset of Tyrosyl-DNA phosphodiesterase HTS with 341,365 compounds. Binary Classification. Given a drug SMILES string, predict its activity (active/inactive) in a high-throughput screening assay against a specified biological target. (1) The drug is OC(=O)c1cc(n2c(ccc2)/C=N\O)ccc1. The result is 1 (active). (2) The molecule is Clc1ccc(C(OCC(O)CN2CCN(CC2)c2ncccc2)c2ccc(Cl)cc2)cc1. The result is 0 (inactive).